Dataset: Full USPTO retrosynthesis dataset with 1.9M reactions from patents (1976-2016). Task: Predict the reactants needed to synthesize the given product. (1) Given the product [N+:14]([C:8]1[CH:9]=[N:10][C:11]2[CH2:12][CH2:13][C:4](=[O:3])[CH2:5][C:6]=2[CH:7]=1)([O-:16])=[O:15], predict the reactants needed to synthesize it. The reactants are: C1O[C:4]2([CH2:13][CH2:12][C:11]3[N:10]=[CH:9][C:8]([N+:14]([O-:16])=[O:15])=[CH:7][C:6]=3[CH2:5]2)[O:3]C1.FC(F)(F)C(O)=O.C([O-])(O)=O.[Na+]. (2) Given the product [CH3:13][N:4]1[C:5]2[CH2:6][CH2:7][C:8]([CH3:12])([CH3:11])[CH2:9][C:10]=2[C:2]([Sn:23]([CH2:25][CH2:26][CH2:27][CH3:28])([CH2:29][CH2:30][CH2:31][CH3:32])[CH2:19][CH2:20][CH2:21][CH3:22])=[N:3]1, predict the reactants needed to synthesize it. The reactants are: I[C:2]1[C:10]2[CH2:9][C:8]([CH3:12])([CH3:11])[CH2:7][CH2:6][C:5]=2[N:4]([CH3:13])[N:3]=1.C([Mg]Cl)(C)C.[CH2:19]([Sn:23]([CH2:29][CH2:30][CH2:31][CH3:32])([CH2:25][CH2:26][CH2:27][CH3:28])Cl)[CH2:20][CH2:21][CH3:22].